Dataset: Forward reaction prediction with 1.9M reactions from USPTO patents (1976-2016). Task: Predict the product of the given reaction. (1) Given the reactants Br[C:2]1[S:3][CH:4]=[C:5]([Br:7])[CH:6]=1.B1([C:14]2[CH:19]=[CH:18][CH:17]=[N:16][CH:15]=2)OCCCO1.C([O-])([O-])=O.[Na+].[Na+], predict the reaction product. The product is: [Br:7][C:5]1[CH:6]=[C:2]([C:14]2[CH:15]=[N:16][CH:17]=[CH:18][CH:19]=2)[S:3][CH:4]=1. (2) Given the reactants [CH:1]1[C:13]2[CH:12]([CH2:14][O:15][C:16](=[O:30])[NH:17][CH:18]3[CH2:23][CH2:22][CH:21]([C:24]4([CH3:29])OCC[O:25]4)[CH2:20][CH2:19]3)[C:11]3[C:6](=[CH:7][CH:8]=[CH:9][CH:10]=3)[C:5]=2[CH:4]=[CH:3][CH:2]=1.C1(C)C=CC(S(O)(=O)=O)=CC=1.CC(C)=O, predict the reaction product. The product is: [CH:1]1[C:13]2[CH:12]([CH2:14][O:15][C:16](=[O:30])[NH:17][CH:18]3[CH2:23][CH2:22][CH:21]([C:24](=[O:25])[CH3:29])[CH2:20][CH2:19]3)[C:11]3[C:6](=[CH:7][CH:8]=[CH:9][CH:10]=3)[C:5]=2[CH:4]=[CH:3][CH:2]=1. (3) Given the reactants [CH:1]([O:4][C:5]([N:7]1[C:16]2[C:11](=[N:12][C:13]([C:17]([F:20])([F:19])[F:18])=[CH:14][CH:15]=2)[C@H:10]([N:21]([CH2:26][C:27]2[CH:32]=[C:31]([C:33]([F:36])([F:35])[F:34])[CH:30]=[C:29]([C:37]([F:40])([F:39])[F:38])[CH:28]=2)[C:22]([NH2:25])=[N:23][OH:24])[CH2:9][C@@H:8]1[CH2:41][CH3:42])=[O:6])([CH3:3])[CH3:2].[C:43](OC(=O)C)(=O)[CH3:44], predict the reaction product. The product is: [CH:1]([O:4][C:5]([N:7]1[C:16]2[C:11](=[N:12][C:13]([C:17]([F:20])([F:19])[F:18])=[CH:14][CH:15]=2)[C@H:10]([N:21]([CH2:26][C:27]2[CH:28]=[C:29]([C:37]([F:40])([F:39])[F:38])[CH:30]=[C:31]([C:33]([F:34])([F:35])[F:36])[CH:32]=2)[C:22]2[N:25]=[C:43]([CH3:44])[O:24][N:23]=2)[CH2:9][C@@H:8]1[CH2:41][CH3:42])=[O:6])([CH3:3])[CH3:2]. (4) The product is: [Br:10][C:11]1[C:12]([OH:23])=[CH:13][C:14]([C:15]([O:17][CH2:18][CH3:19])=[O:16])=[CH:20][C:21]=1[O:22][CH2:2][CH3:3]. Given the reactants I[CH2:2][CH3:3].C(=O)([O-])[O-].[K+].[K+].[Br:10][C:11]1[C:21]([OH:22])=[CH:20][C:14]([C:15]([O:17][CH2:18][CH3:19])=[O:16])=[CH:13][C:12]=1[OH:23].CN(C=O)C, predict the reaction product. (5) Given the reactants Cl[C:2]([N:5]1[C:9]2[CH:10]=[CH:11][CH:12]=[CH:13][C:8]=2[N:7]=[CH:6]1)=[CH:3]Cl, predict the reaction product. The product is: [C:2]([N:5]1[C:9]2[CH:10]=[CH:11][CH:12]=[CH:13][C:8]=2[N:7]=[CH:6]1)#[CH:3]. (6) Given the reactants C[O:2][C:3]1[CH:8]=[CH:7][CH:6]=[CH:5][C:4]=1[CH2:9][C:10]([NH2:12])=[O:11].B(Br)(Br)Br.O, predict the reaction product. The product is: [OH:2][C:3]1[CH:8]=[CH:7][CH:6]=[CH:5][C:4]=1[CH2:9][C:10]([NH2:12])=[O:11]. (7) Given the reactants [CH3:1][C:2]([CH3:7])([CH3:6])[CH2:3][CH:4]=O.Cl.[CH3:9][C:10]([CH3:14])=[CH:11][CH2:12][NH2:13].C(N(CC)CC)C.[C:22]([S-:24])#[N:23].[K+].II, predict the reaction product. The product is: [C:2]([C:3]1[S:24][C:22](=[NH:23])[N:13]([CH2:12][CH:11]=[C:10]([CH3:14])[CH3:9])[CH:4]=1)([CH3:7])([CH3:6])[CH3:1]. (8) Given the reactants Br[CH2:2][C:3]1[CH:12]=[CH:11][C:6]([C:7]([O:9][CH3:10])=[O:8])=[CH:5][CH:4]=1.[CH3:13][C@H:14]1[CH2:18][O:17][C:16](=[O:19])[NH:15]1, predict the reaction product. The product is: [CH3:13][C@H:14]1[CH2:18][O:17][C:16](=[O:19])[N:15]1[CH2:2][C:3]1[CH:12]=[CH:11][C:6]([C:7]([O:9][CH3:10])=[O:8])=[CH:5][CH:4]=1.